This data is from Full USPTO retrosynthesis dataset with 1.9M reactions from patents (1976-2016). The task is: Predict the reactants needed to synthesize the given product. (1) Given the product [C:12]([O:16][C:17](=[O:29])[NH:18][CH2:19][C:20]1[CH:28]=[CH:27][C:23]2[S:30](=[O:34])(=[O:32])[CH:25]=[CH:26][C:22]=2[CH:21]=1)([CH3:15])([CH3:13])[CH3:14], predict the reactants needed to synthesize it. The reactants are: ClC1C=C(C=CC=1)C(OO)=O.[C:12]([O:16][C:17](=[O:29])[NH:18][CH2:19][C:20]1[CH:28]=[CH:27][C:23]2S[CH:25]=[CH:26][C:22]=2[CH:21]=1)([CH3:15])([CH3:14])[CH3:13].[S:30]([O-:34])([O-])(=[O:32])=S.[Na+].[Na+]. (2) Given the product [Br-:24].[CH3:35][C:32]1[N:33]=[CH:34][C:29]([NH:28][C:26]([CH2:25][N+:1]23[CH2:6][CH2:5][CH:4]([CH2:7][CH2:8]2)[C@@H:3]([O:9][C:10]([C:12]2([C:19]4[S:20][CH:21]=[CH:22][CH:23]=4)[CH2:18][CH2:17][CH2:16][CH2:15][CH2:14][CH2:13]2)=[O:11])[CH2:2]3)=[O:27])=[N:30][CH:31]=1, predict the reactants needed to synthesize it. The reactants are: [N:1]12[CH2:8][CH2:7][CH:4]([CH2:5][CH2:6]1)[C@@H:3]([O:9][C:10]([C:12]1([C:19]3[S:20][CH:21]=[CH:22][CH:23]=3)[CH2:18][CH2:17][CH2:16][CH2:15][CH2:14][CH2:13]1)=[O:11])[CH2:2]2.[Br:24][CH2:25][C:26]([NH:28][C:29]1[CH:34]=[N:33][C:32]([CH3:35])=[CH:31][N:30]=1)=[O:27].C(OCC)C.CCCC(C)C.